Predict the reactants needed to synthesize the given product. From a dataset of Full USPTO retrosynthesis dataset with 1.9M reactions from patents (1976-2016). (1) Given the product [F:1][C:2]([F:12])([F:13])[C:3]([CH:4]1[CH2:5][CH:14]2[CH2:15][CH:16]1[CH:17]1[CH:18]2[CH:19]2[CH2:20][CH:21]1[CH:22]=[CH:23]2)([C:8]([F:10])([F:9])[F:11])[OH:7], predict the reactants needed to synthesize it. The reactants are: [F:1][C:2]([F:13])([F:12])[C:3]([C:8]([F:11])([F:10])[F:9])([OH:7])[CH2:4][CH:5]=C.[CH2:14]1[CH:18]2[CH:19]3[CH:23]=[CH:22][CH:21]([CH:17]2[CH:16]=[CH:15]1)[CH2:20]3. (2) Given the product [CH3:1][N:2]1[CH2:7][CH2:6][N:5]([C:8]2[CH:16]=[C:15]3[C:11]([CH:12]=[C:13]([C:41]4[CH:47]=[CH:46][C:44]([NH2:45])=[C:43]([N+:48]([O-:50])=[O:49])[CH:42]=4)[N:14]3[S:17]([C:20]3[CH:25]=[CH:24][C:23]([CH3:26])=[CH:22][CH:21]=3)(=[O:18])=[O:19])=[CH:10][CH:9]=2)[CH2:4][CH2:3]1, predict the reactants needed to synthesize it. The reactants are: [CH3:1][N:2]1[CH2:7][CH2:6][N:5]([C:8]2[CH:16]=[C:15]3[C:11]([CH:12]=[C:13]([Sn](CCCC)(CCCC)CCCC)[N:14]3[S:17]([C:20]3[CH:25]=[CH:24][C:23]([CH3:26])=[CH:22][CH:21]=3)(=[O:19])=[O:18])=[CH:10][CH:9]=2)[CH2:4][CH2:3]1.Br[C:41]1[CH:47]=[CH:46][C:44]([NH2:45])=[C:43]([N+:48]([O-:50])=[O:49])[CH:42]=1. (3) Given the product [O:11]=[C:9]([CH3:10])[CH2:8][C:3]1[CH:4]=[CH:5][CH:6]=[CH:7][C:2]=1[O:1][C:18](=[O:25])[C:19]1[CH:24]=[CH:23][CH:22]=[CH:21][CH:20]=1, predict the reactants needed to synthesize it. The reactants are: [OH:1][C:2]1[CH:7]=[CH:6][CH:5]=[CH:4][C:3]=1[CH2:8][C:9](=[O:11])[CH3:10].N1C=CC=CC=1.[C:18](Cl)(=[O:25])[C:19]1[CH:24]=[CH:23][CH:22]=[CH:21][CH:20]=1.